This data is from Catalyst prediction with 721,799 reactions and 888 catalyst types from USPTO. The task is: Predict which catalyst facilitates the given reaction. (1) Reactant: O.O.O.[F-].C([N+](CCCC)(CCCC)CCCC)CCC.[F:22][C:23]([Si](C)(C)C)([F:25])[F:24].[Br:30][C:31]1[CH:36]=[CH:35][C:34]([CH:37]([CH3:52])[C:38]([C:40]2[CH:51]=[CH:50][C:43]3[N:44]([CH3:49])[C:45](=[O:48])[N:46]([CH3:47])[C:42]=3[CH:41]=2)=[O:39])=[C:33]([Cl:53])[CH:32]=1.[F-].C([N+](CCCC)(CCCC)CCCC)CCC. Product: [Br:30][C:31]1[CH:36]=[CH:35][C:34]([CH:37]([CH3:52])[C:38]([C:40]2[CH:51]=[CH:50][C:43]3[N:44]([CH3:49])[C:45](=[O:48])[N:46]([CH3:47])[C:42]=3[CH:41]=2)([OH:39])[C:23]([F:25])([F:24])[F:22])=[C:33]([Cl:53])[CH:32]=1. The catalyst class is: 278. (2) Reactant: [CH2:1]([CH:3]([CH2:8][CH3:9])[CH2:4][C:5]([OH:7])=O)[CH3:2].S(Cl)(Cl)=O.[CH3:14][C:15]1[CH:20]=[C:19]([N:21]2[CH2:26][CH2:25][O:24][CH2:23][CH2:22]2)[CH:18]=[C:17]([CH3:27])[C:16]=1[NH2:28].C(=O)(O)[O-].[Na+].[Cl-].[Na+].O.O. Product: [CH3:14][C:15]1[CH:20]=[C:19]([N:21]2[CH2:26][CH2:25][O:24][CH2:23][CH2:22]2)[CH:18]=[C:17]([CH3:27])[C:16]=1[NH:28][C:5](=[O:7])[CH2:4][CH:3]([CH2:1][CH3:2])[CH2:8][CH3:9]. The catalyst class is: 10.